From a dataset of Catalyst prediction with 721,799 reactions and 888 catalyst types from USPTO. Predict which catalyst facilitates the given reaction. (1) Reactant: [CH3:1][C:2]1[CH:7]=[CH:6][N:5]=[C:4]([S:8][CH3:9])[N:3]=1.C([O:12][C:13](=O)[C:14]1[CH:19]=[CH:18][C:17]([F:20])=[CH:16][CH:15]=1)C.C[Si]([N-][Si](C)(C)C)(C)C.[Li+].O. The catalyst class is: 7. Product: [F:20][C:17]1[CH:18]=[CH:19][C:14]([C:13](=[O:12])[CH2:1][C:2]2[CH:7]=[CH:6][N:5]=[C:4]([S:8][CH3:9])[N:3]=2)=[CH:15][CH:16]=1. (2) Reactant: [C:1]1([C:7]([C:29]2[CH:34]=[CH:33][CH:32]=[CH:31][CH:30]=2)([C:23]2[CH:28]=[CH:27][CH:26]=[CH:25][CH:24]=2)[O:8][CH2:9][CH:10]([OH:22])[CH2:11][C:12](=[O:21])[CH2:13][C:14]([O:16][C:17]([CH3:20])([CH3:19])[CH3:18])=[O:15])[CH:6]=[CH:5][CH:4]=[CH:3][CH:2]=1.CO.[BH4-].[Na+].C(O)(=O)C. Product: [C:29]1([C:7]([C:1]2[CH:2]=[CH:3][CH:4]=[CH:5][CH:6]=2)([C:23]2[CH:24]=[CH:25][CH:26]=[CH:27][CH:28]=2)[O:8][CH2:9][CH:10]([OH:22])[CH2:11][CH:12]([OH:21])[CH2:13][C:14]([O:16][C:17]([CH3:20])([CH3:19])[CH3:18])=[O:15])[CH:34]=[CH:33][CH:32]=[CH:31][CH:30]=1. The catalyst class is: 20. (3) Product: [CH3:1][O:2][C:3]1[C:10]([O:11][CH3:12])=[CH:9][CH:8]=[CH:7][C:4]=1[CH2:5][C:19]([CH2:18][CH2:17][C:16]([F:15])([F:24])[F:25])([C:20]#[N:21])[C:22]#[N:23]. Reactant: [CH3:1][O:2][C:3]1[C:10]([O:11][CH3:12])=[CH:9][CH:8]=[CH:7][C:4]=1[CH2:5]Br.[H-].[Na+].[F:15][C:16]([F:25])([F:24])[CH2:17][CH2:18][CH:19]([C:22]#[N:23])[C:20]#[N:21]. The catalyst class is: 9. (4) Reactant: CCN(C(C)C)C(C)C.OC(C(F)(F)F)=O.[NH2:17][CH2:18][C:19]([N:21]1[CH2:26][CH2:25][N:24]([C:27](=[O:38])[C:28]2[CH:33]=[CH:32][CH:31]=[CH:30][C:29]=2[C:34]([F:37])([F:36])[F:35])[CH2:23][CH2:22]1)=[O:20].C1C=CC2N(O)N=NC=2C=1.CCN=C=NCCCN(C)C.Cl.[CH:61]([C:63]1[CH:71]=[CH:70][C:66]([C:67](O)=[O:68])=[CH:65][CH:64]=1)=[O:62]. Product: [CH:61]([C:63]1[CH:71]=[CH:70][C:66]([C:67]([NH:17][CH2:18][C:19](=[O:20])[N:21]2[CH2:22][CH2:23][N:24]([C:27](=[O:38])[C:28]3[CH:33]=[CH:32][CH:31]=[CH:30][C:29]=3[C:34]([F:37])([F:35])[F:36])[CH2:25][CH2:26]2)=[O:68])=[CH:65][CH:64]=1)=[O:62]. The catalyst class is: 18. (5) Reactant: [F:1][C:2]1[C:3]([CH3:19])=[C:4]([C:8]2[CH:17]=[C:16]3[C:11]([CH:12]=[C:13]([NH2:18])[N:14]=[CH:15]3)=[CH:10][N:9]=2)[CH:5]=[N:6][CH:7]=1.CN(C(ON1N=NC2C=CC=NC1=2)=[N+](C)C)C.F[P-](F)(F)(F)(F)F.[F:44][C@H:45]1[CH2:47][C@H:46]1[C:48](O)=[O:49].C(N(CC)C(C)C)(C)C. Product: [F:44][C@H:45]1[CH2:47][C@H:46]1[C:48]([NH:18][C:13]1[N:14]=[CH:15][C:16]2[C:11]([CH:12]=1)=[CH:10][N:9]=[C:8]([C:4]1[CH:5]=[N:6][CH:7]=[C:2]([F:1])[C:3]=1[CH3:19])[CH:17]=2)=[O:49]. The catalyst class is: 39. (6) Reactant: [N+](C1C=CC(C([O:10][CH2:11][CH2:12][CH2:13][CH2:14][C@H:15]([O:21][N+:22]([O-:24])=[O:23])[CH2:16][O:17][N+:18]([O-:20])=[O:19])=O)=CC=1)([O-])=O.C(O)C.C1COCC1.[OH-].[Na+]. Product: [N+:18]([O-:20])([O:17][CH2:16][C@@H:15]([O:21][N+:22]([O-:24])=[O:23])[CH2:14][CH2:13][CH2:12][CH2:11][OH:10])=[O:19]. The catalyst class is: 84. (7) Reactant: [N:1]1([S:7]([C:10]2[CH:15]=[CH:14][C:13]([CH2:16][NH2:17])=[CH:12][CH:11]=2)(=[O:9])=[O:8])[CH2:6][CH2:5][O:4][CH2:3][CH2:2]1.Cl[C:19]([O:21][C:22]1[CH:27]=[CH:26][C:25]([N+:28]([O-:30])=[O:29])=[CH:24][CH:23]=1)=[O:20]. Product: [N:1]1([S:7]([C:10]2[CH:11]=[CH:12][C:13]([CH2:16][NH:17][C:19](=[O:20])[O:21][C:22]3[CH:23]=[CH:24][C:25]([N+:28]([O-:30])=[O:29])=[CH:26][CH:27]=3)=[CH:14][CH:15]=2)(=[O:9])=[O:8])[CH2:2][CH2:3][O:4][CH2:5][CH2:6]1. The catalyst class is: 11.